From a dataset of Catalyst prediction with 721,799 reactions and 888 catalyst types from USPTO. Predict which catalyst facilitates the given reaction. (1) Reactant: [CH2:1]([O:8][C:9]1[C:14]([C:15]([CH3:18])([CH3:17])[CH3:16])=[CH:13][CH:12]=[CH:11][C:10]=1[CH:19]([C:21]1[CH:26]=[CH:25][CH:24]=[C:23]([C:27]2[CH:32]=[CH:31][CH:30]=[CH:29][N:28]=2)[CH:22]=1)[OH:20])[C:2]1[CH:7]=[CH:6][CH:5]=[CH:4][CH:3]=1. Product: [CH2:1]([O:8][C:9]1[C:14]([C:15]([CH3:18])([CH3:17])[CH3:16])=[CH:13][CH:12]=[CH:11][C:10]=1[C:19]([C:21]1[CH:26]=[CH:25][CH:24]=[C:23]([C:27]2[CH:32]=[CH:31][CH:30]=[CH:29][N:28]=2)[CH:22]=1)=[O:20])[C:2]1[CH:3]=[CH:4][CH:5]=[CH:6][CH:7]=1. The catalyst class is: 327. (2) Reactant: [N:1]1[C:2]([C:10]([OH:12])=O)=[CH:3][N:4]2[CH:9]=[CH:8][CH:7]=[CH:6][C:5]=12.O=C1N(P(Cl)(N2CCOC2=O)=O)CCO1.C(N(CC)CC)C.[C:35]([C:39]1[N:44]=[C:43]([N:45]2[CH2:50][CH2:49][N:48]([CH2:51][CH2:52][CH2:53][CH2:54][NH2:55])[CH2:47][CH2:46]2)[CH:42]=[C:41]([C:56]([F:59])([F:58])[F:57])[N:40]=1)([CH3:38])([CH3:37])[CH3:36]. Product: [C:35]([C:39]1[N:44]=[C:43]([N:45]2[CH2:50][CH2:49][N:48]([CH2:51][CH2:52][CH2:53][CH2:54][NH:55][C:10]([C:2]3[N:1]=[C:5]4[CH:6]=[CH:7][CH:8]=[CH:9][N:4]4[CH:3]=3)=[O:12])[CH2:47][CH2:46]2)[CH:42]=[C:41]([C:56]([F:58])([F:59])[F:57])[N:40]=1)([CH3:38])([CH3:36])[CH3:37]. The catalyst class is: 4. (3) Reactant: C([O-])(=O)C.[K+].[F:6][C:7]1[C:12](B(O)O)=[CH:11][CH:10]=[CH:9][N:8]=1.Cl[C:17]1[N:22]=[C:21]([CH3:23])[N:20]=[C:19]([N:24]([CH2:34][C:35]2[CH:40]=[CH:39][C:38]([O:41][CH3:42])=[CH:37][CH:36]=2)[CH2:25][C:26]2[CH:31]=[CH:30][C:29]([O:32][CH3:33])=[CH:28][CH:27]=2)[N:18]=1.CCO. Product: [F:6][C:7]1[C:12]([C:17]2[N:22]=[C:21]([CH3:23])[N:20]=[C:19]([N:24]([CH2:25][C:26]3[CH:27]=[CH:28][C:29]([O:32][CH3:33])=[CH:30][CH:31]=3)[CH2:34][C:35]3[CH:36]=[CH:37][C:38]([O:41][CH3:42])=[CH:39][CH:40]=3)[N:18]=2)=[CH:11][CH:10]=[CH:9][N:8]=1. The catalyst class is: 34. (4) Reactant: [CH3:1][O:2][C:3]([C:5]1[S:17][C:8]2=[N+:9]([O-])[CH:10]=[C:11]([N+:13]([O-])=O)[CH:12]=[C:7]2[CH:6]=1)=[O:4]. Product: [NH2:13][C:11]1[CH:12]=[C:7]2[CH:6]=[C:5]([C:3]([O:2][CH3:1])=[O:4])[S:17][C:8]2=[N:9][CH:10]=1. The catalyst class is: 446. (5) Reactant: [CH3:1][C:2]1[O:3][C:4]2[C:13]3[C:12](=[O:14])[CH2:11][CH2:10][C:9]=3[CH:8]=[CH:7][C:5]=2[N:6]=1.[CH3:15][C:16]([CH3:18])=O.IC#N. Product: [CH3:1][C:2]1[O:3][C:4]2[C:13]3[C:12](=[O:14])[C:11](=[C:16]([CH3:18])[CH3:15])[CH2:10][C:9]=3[CH:8]=[CH:7][C:5]=2[N:6]=1. The catalyst class is: 7. (6) Reactant: [CH3:1][O:2][C:3]1[CH:8]=[CH:7][C:6]([C:9](=[O:32])[CH2:10][N:11]2[CH2:15][CH2:14][CH2:13][CH:12]2[C:16]2[CH:21]=[CH:20][CH:19]=[C:18]([O:22][CH2:23][CH2:24][CH2:25][N:26]3[CH2:31][CH2:30][CH2:29][CH2:28][CH2:27]3)[CH:17]=2)=[CH:5][CH:4]=1.[BH4-].[Na+]. Product: [CH3:1][O:2][C:3]1[CH:8]=[CH:7][C:6]([CH:9]([OH:32])[CH2:10][N:11]2[CH2:15][CH2:14][CH2:13][CH:12]2[C:16]2[CH:21]=[CH:20][CH:19]=[C:18]([O:22][CH2:23][CH2:24][CH2:25][N:26]3[CH2:27][CH2:28][CH2:29][CH2:30][CH2:31]3)[CH:17]=2)=[CH:5][CH:4]=1. The catalyst class is: 511. (7) Reactant: [Cl:1][C:2]1[CH:7]=[CH:6][C:5]([C@@H:8]2[CH2:12][CH2:11][CH2:10][N:9]2[C:13]([C:15]2[CH:24]=[CH:23][C:22]3[C:17](=[C:18]([CH3:25])[CH:19]=[N:20][CH:21]=3)[N:16]=2)=[O:14])=[CH:4][CH:3]=1.ClC1C=C(C=CC=1)C(OO)=O.C([O-])(O)=O.[Na+].C1(C)C=CC(S(Cl)(=O)=O)=CC=1.C(C[NH2:56])O. Product: [NH2:56][C:21]1[N:20]=[CH:19][C:18]([CH3:25])=[C:17]2[C:22]=1[CH:23]=[CH:24][C:15]([C:13]([N:9]1[CH2:10][CH2:11][CH2:12][C@H:8]1[C:5]1[CH:6]=[CH:7][C:2]([Cl:1])=[CH:3][CH:4]=1)=[O:14])=[N:16]2. The catalyst class is: 46.